This data is from Full USPTO retrosynthesis dataset with 1.9M reactions from patents (1976-2016). The task is: Predict the reactants needed to synthesize the given product. (1) The reactants are: Cl.Cl.[NH:3]1[CH2:7][CH2:6][C@H:5]([CH2:8][NH:9][CH2:10][C:11]([O:13][CH2:14][CH3:15])=[O:12])[CH2:4]1.C(N(CC)CC)C.Cl[C:24]1[N:32]2[C:28](=[N:29][C:30]3[CH:36]=[CH:35][CH:34]=[CH:33][C:31]=32)[C:27]([C:37]#[N:38])=[C:26]([CH3:39])[C:25]=1[C:40]1[CH:45]=[CH:44][CH:43]=[CH:42][CH:41]=1. Given the product [C:37]([C:27]1[C:28]2=[N:29][C:30]3[CH:36]=[CH:35][CH:34]=[CH:33][C:31]=3[N:32]2[C:24]([N:3]2[CH2:7][CH2:6][C@@H:5]([CH2:8][NH:9][CH2:10][C:11]([O:13][CH2:14][CH3:15])=[O:12])[CH2:4]2)=[C:25]([C:40]2[CH:45]=[CH:44][CH:43]=[CH:42][CH:41]=2)[C:26]=1[CH3:39])#[N:38], predict the reactants needed to synthesize it. (2) Given the product [CH2:15]([CH:14]([C:8]1[C:5]2[N:6]([CH3:7])[C:2]([O:33][C:28]3[C:29]([CH3:32])=[C:30]([CH3:31])[N:26]([CH3:25])[N:27]=3)=[N:3][C:4]=2[C:11]([O:12][CH3:13])=[CH:10][CH:9]=1)[CH2:17][CH3:18])[CH3:16], predict the reactants needed to synthesize it. The reactants are: Cl[C:2]1[N:6]([CH3:7])[C:5]2[C:8]([CH:14]([CH2:17][CH3:18])[CH2:15][CH3:16])=[CH:9][CH:10]=[C:11]([O:12][CH3:13])[C:4]=2[N:3]=1.C(=O)([O-])[O-].[K+].[K+].[CH3:25][N:26]1[C:30]([CH3:31])=[C:29]([CH3:32])[C:28]([OH:33])=[N:27]1.CN1C(O)=C(C)C(C)=N1. (3) Given the product [CH2:37]([O:36][C:34]([NH:1][C:2]1[CH:7]=[CH:6][C:5]([CH:8]2[CH2:13][CH2:12][N:11]([C:14]([O:16][C:17]([CH3:18])([CH3:19])[CH3:20])=[O:15])[CH2:10][CH2:9]2)=[C:4]([O:21][CH3:22])[CH:3]=1)=[O:35])[C:38]1[CH:43]=[CH:42][CH:41]=[CH:40][CH:39]=1, predict the reactants needed to synthesize it. The reactants are: [NH2:1][C:2]1[CH:7]=[CH:6][C:5]([CH:8]2[CH2:13][CH2:12][N:11]([C:14]([O:16][C:17]([CH3:20])([CH3:19])[CH3:18])=[O:15])[CH2:10][CH2:9]2)=[C:4]([O:21][CH3:22])[CH:3]=1.C1COCC1.C(=O)([O-])O.[Na+].Cl[C:34]([O:36][CH2:37][C:38]1[CH:43]=[CH:42][CH:41]=[CH:40][CH:39]=1)=[O:35]. (4) The reactants are: C([Sn](CCCC)(CCCC)[C:6]1[CH:11]=[CH:10][CH:9]=[CH:8][N:7]=1)CCC.[N:20]([CH:23]([C:25]1[N:26]=[C:27]2[S:35][CH:34]=[C:33]([CH3:36])[N:28]2[C:29](=[O:32])[C:30]=1Br)[CH3:24])=[N+:21]=[N-:22]. Given the product [N:20]([CH:23]([C:25]1[N:26]=[C:27]2[S:35][CH:34]=[C:33]([CH3:36])[N:28]2[C:29](=[O:32])[C:30]=1[C:6]1[CH:11]=[CH:10][CH:9]=[CH:8][N:7]=1)[CH3:24])=[N+:21]=[N-:22], predict the reactants needed to synthesize it. (5) Given the product [C:15]1([C:14](=[N:27][C:2]2[CH:3]=[N:4][CH:5]=[C:6]([CH:13]=2)[C:7]([N:9]([O:11][CH3:12])[CH3:10])=[O:8])[C:21]2[CH:22]=[CH:23][CH:24]=[CH:25][CH:26]=2)[CH:20]=[CH:19][CH:18]=[CH:17][CH:16]=1, predict the reactants needed to synthesize it. The reactants are: Br[C:2]1[CH:3]=[N:4][CH:5]=[C:6]([CH:13]=1)[C:7]([N:9]([O:11][CH3:12])[CH3:10])=[O:8].[C:14](=[NH:27])([C:21]1[CH:26]=[CH:25][CH:24]=[CH:23][CH:22]=1)[C:15]1[CH:20]=[CH:19][CH:18]=[CH:17][CH:16]=1. (6) Given the product [CH3:1][NH:2][C:23]([C:12]1[N:13]([CH3:22])[C:14]([C:15]2[CH:20]=[CH:19][C:18]([CH3:21])=[CH:17][CH:16]=2)=[C:10]([C:7]2[CH:6]=[CH:5][C:4]([CH3:3])=[CH:9][CH:8]=2)[N:11]=1)=[O:24], predict the reactants needed to synthesize it. The reactants are: [CH3:1][NH2:2].[CH3:3][C:4]1[CH:9]=[CH:8][C:7]([C:10]2[N:11]=[C:12]([C:23](O)=[O:24])[N:13]([CH3:22])[C:14]=2[C:15]2[CH:20]=[CH:19][C:18]([CH3:21])=[CH:17][CH:16]=2)=[CH:6][CH:5]=1.